This data is from Peptide-MHC class II binding affinity with 134,281 pairs from IEDB. The task is: Regression. Given a peptide amino acid sequence and an MHC pseudo amino acid sequence, predict their binding affinity value. This is MHC class II binding data. (1) The peptide sequence is GRPGNFLQSRPEPTA. The MHC is DRB1_1302 with pseudo-sequence DRB1_1302. The binding affinity (normalized) is 0.307. (2) The peptide sequence is DQRGSGQVVTYALNT. The MHC is HLA-DQA10303-DQB10402 with pseudo-sequence HLA-DQA10303-DQB10402. The binding affinity (normalized) is 0. (3) The peptide sequence is LIDDVLAILPLDDLK. The MHC is DRB1_1101 with pseudo-sequence DRB1_1101. The binding affinity (normalized) is 0.194. (4) The peptide sequence is HPRYFNQLSTGLDMVG. The MHC is DRB1_0101 with pseudo-sequence DRB1_0101. The binding affinity (normalized) is 0.142. (5) The peptide sequence is EENEGDNACKRTYSD. The MHC is HLA-DQA10102-DQB10501 with pseudo-sequence HLA-DQA10102-DQB10501. The binding affinity (normalized) is 0. (6) The peptide sequence is ITKGKVDPTDYFRNE. The MHC is DRB1_0301 with pseudo-sequence DRB1_0301. The binding affinity (normalized) is 0.476. (7) The peptide sequence is CLRVLSVLASVVARG. The MHC is H-2-IAd with pseudo-sequence H-2-IAd. The binding affinity (normalized) is 0.580. (8) The peptide sequence is ALLIIPPKIHISIEL. The MHC is DRB1_0802 with pseudo-sequence DRB1_0802. The binding affinity (normalized) is 0.132. (9) The peptide sequence is SELYLYKVVKIEPLGVAP. The MHC is DRB1_1001 with pseudo-sequence DRB1_1001. The binding affinity (normalized) is 0.912.